The task is: Predict the reactants needed to synthesize the given product.. This data is from Full USPTO retrosynthesis dataset with 1.9M reactions from patents (1976-2016). (1) Given the product [NH2:19][C:18]1[O:21][C:22]2[C:30]([CH:13]([C:8]3[CH:9]=[C:10]([O:11][CH3:12])[C:5]([O:4][C:1](=[O:3])[CH3:2])=[C:6]([Br:15])[CH:7]=3)[C:17]=1[C:16]#[N:20])=[CH:29][CH:28]=[C:27]1[N:26]([CH3:31])[CH:25]=[CH:24][C:23]=21, predict the reactants needed to synthesize it. The reactants are: [C:1]([O:4][C:5]1[C:10]([O:11][CH3:12])=[CH:9][C:8]([CH:13]=O)=[CH:7][C:6]=1[Br:15])(=[O:3])[CH3:2].[C:16](#[N:20])[CH2:17][C:18]#[N:19].[OH:21][C:22]1[CH:30]=[CH:29][CH:28]=[C:27]2[C:23]=1[CH:24]=[CH:25][N:26]2[CH3:31]. (2) Given the product [C:1]([Cl:13])(=[O:10])[C:2]1[C:3](=[CH:5][CH:6]=[CH:7][CH:8]=1)[OH:4], predict the reactants needed to synthesize it. The reactants are: [C:1]([OH:10])(=O)[C:2]1[C:3](=[CH:5][CH:6]=[CH:7][CH:8]=1)[OH:4].S(Cl)([Cl:13])=O. (3) Given the product [Cl:1][C:2]1[CH:3]=[CH:4][C:5]2[O:9][C:8]([S:10]([C:11]3[CH:12]=[CH:13][C:14](=[O:17])[NH:15][N:16]=3)=[O:22])=[C:7]([CH3:18])[C:6]=2[CH:19]=1, predict the reactants needed to synthesize it. The reactants are: [Cl:1][C:2]1[CH:3]=[CH:4][C:5]2[O:9][C:8]([S:10][C:11]3[CH:12]=[CH:13][C:14](=[O:17])[NH:15][N:16]=3)=[C:7]([CH3:18])[C:6]=2[CH:19]=1.C(OO)(=[O:22])C. (4) Given the product [Br:1][C:2]1[C:3]([F:22])=[CH:4][C:5]2[CH:11]3[CH2:12][CH:9]([CH2:10]3)[N:8]3[C:13]([CH2:19][N:27]4[CH2:28][CH2:29][N:24]([CH3:23])[CH2:25][CH2:26]4)=[C:14]([C:16]([NH2:18])=[O:17])[N:15]=[C:7]3[C:6]=2[CH:21]=1, predict the reactants needed to synthesize it. The reactants are: [Br:1][C:2]1[C:3]([F:22])=[CH:4][C:5]2[CH:11]3[CH2:12][CH:9]([CH2:10]3)[N:8]3[C:13]([CH:19]=O)=[C:14]([C:16]([NH2:18])=[O:17])[N:15]=[C:7]3[C:6]=2[CH:21]=1.[CH3:23][N:24]1[CH2:29][CH2:28][NH:27][CH2:26][CH2:25]1. (5) Given the product [CH2:5]=[CH:4][CH2:6][CH2:8][CH2:5][CH2:4][CH2:6][CH2:8][CH2:5][CH2:4][CH2:6][CH2:8][CH2:5][CH2:4][CH2:6][CH2:8][CH2:1][CH3:2], predict the reactants needed to synthesize it. The reactants are: [CH2:1](O)[CH3:2].[CH2:4]([C:6]([CH3:8])=O)[CH3:5]. (6) Given the product [CH2:10]([N:4]1[CH2:5][CH:25]([N+:26]([O-:28])=[O:27])[CH:24]([C:21]2[CH:22]=[CH:23][C:18]([F:17])=[CH:19][CH:20]=2)[CH2:3]1)[C:11]1[CH:16]=[CH:15][CH:14]=[CH:13][CH:12]=1, predict the reactants needed to synthesize it. The reactants are: CO[CH2:3][N:4]([CH2:10][C:11]1[CH:16]=[CH:15][CH:14]=[CH:13][CH:12]=1)[CH2:5][Si](C)(C)C.[F:17][C:18]1[CH:23]=[CH:22][C:21](/[CH:24]=[CH:25]/[N+:26]([O-:28])=[O:27])=[CH:20][CH:19]=1.FC(F)(F)C(O)=O. (7) Given the product [Br:11][C:12]1[CH:17]=[CH:16][CH:15]=[CH:14][C:13]=1[S:18][C:7]([CH3:9])([CH3:8])[CH3:6], predict the reactants needed to synthesize it. The reactants are: OS(O)(=O)=O.[CH3:6][C:7](O)([CH3:9])[CH3:8].[Br:11][C:12]1[CH:17]=[CH:16][CH:15]=[CH:14][C:13]=1[SH:18].C([O-])(O)=O.[Na+].